From a dataset of Catalyst prediction with 721,799 reactions and 888 catalyst types from USPTO. Predict which catalyst facilitates the given reaction. (1) Reactant: Cl[C:2]1[CH:3]=[CH:4][C:5]2[N:6]([C:8]([CH3:11])=[CH:9][N:10]=2)[N:7]=1.[CH3:12][O:13][C:14]1[CH:19]=[CH:18][C:17]([CH2:20][NH2:21])=[CH:16][CH:15]=1. Product: [CH3:12][O:13][C:14]1[CH:19]=[CH:18][C:17]([CH2:20][NH:21][C:2]2[CH:3]=[CH:4][C:5]3[N:6]([C:8]([CH3:11])=[CH:9][N:10]=3)[N:7]=2)=[CH:16][CH:15]=1. The catalyst class is: 16. (2) Reactant: [OH:1][C@@H:2]1[CH2:6][CH2:5][N:4]([C:7]2[C:15]([C:16]3[CH:17]=[N:18][CH:19]=[N:20][CH:21]=3)=[CH:14][C:10]([C:11]([OH:13])=O)=[CH:9][N:8]=2)[CH2:3]1.F[P-](F)(F)(F)(F)F.N1(OC(N(C)C)=[N+](C)C)C2N=CC=CC=2N=N1.CCN(C(C)C)C(C)C.[F:55][CH:56]([S:58][C:59]1[CH:65]=[CH:64][C:62]([NH2:63])=[CH:61][CH:60]=1)[F:57]. Product: [F:57][CH:56]([F:55])[S:58][C:59]1[CH:60]=[CH:61][C:62]([NH:63][C:11](=[O:13])[C:10]2[CH:14]=[C:15]([C:16]3[CH:21]=[N:20][CH:19]=[N:18][CH:17]=3)[C:7]([N:4]3[CH2:5][CH2:6][C@@H:2]([OH:1])[CH2:3]3)=[N:8][CH:9]=2)=[CH:64][CH:65]=1. The catalyst class is: 31. (3) Reactant: Br[CH2:2][CH2:3][O:4][C:5]1[C:10]([CH3:11])=[CH:9][C:8]([C:12]2[NH:21][C:20](=[O:22])[C:19]3[C:14](=[CH:15][C:16]([O:25][CH3:26])=[CH:17][C:18]=3[O:23][CH3:24])[N:13]=2)=[CH:7][C:6]=1[CH3:27].[CH3:28][N:29]1[CH2:34][CH2:33][NH:32][CH2:31][CH2:30]1. Product: [CH3:27][C:6]1[CH:7]=[C:8]([C:12]2[NH:21][C:20](=[O:22])[C:19]3[C:14](=[CH:15][C:16]([O:25][CH3:26])=[CH:17][C:18]=3[O:23][CH3:24])[N:13]=2)[CH:9]=[C:10]([CH3:11])[C:5]=1[O:4][CH2:3][CH2:2][N:32]1[CH2:33][CH2:34][N:29]([CH3:28])[CH2:30][CH2:31]1. The catalyst class is: 9.